Dataset: NCI-60 drug combinations with 297,098 pairs across 59 cell lines. Task: Regression. Given two drug SMILES strings and cell line genomic features, predict the synergy score measuring deviation from expected non-interaction effect. (1) Drug 1: C1CC(=O)NC(=O)C1N2CC3=C(C2=O)C=CC=C3N. Drug 2: COCCOC1=C(C=C2C(=C1)C(=NC=N2)NC3=CC=CC(=C3)C#C)OCCOC.Cl. Cell line: A498. Synergy scores: CSS=12.8, Synergy_ZIP=-5.64, Synergy_Bliss=-0.797, Synergy_Loewe=-1.46, Synergy_HSA=1.49. (2) Drug 1: CC1=C(C=C(C=C1)NC2=NC=CC(=N2)N(C)C3=CC4=NN(C(=C4C=C3)C)C)S(=O)(=O)N.Cl. Drug 2: CC1CCCC2(C(O2)CC(NC(=O)CC(C(C(=O)C(C1O)C)(C)C)O)C(=CC3=CSC(=N3)C)C)C. Cell line: DU-145. Synergy scores: CSS=-5.01, Synergy_ZIP=1.27, Synergy_Bliss=-4.41, Synergy_Loewe=-7.91, Synergy_HSA=-6.90. (3) Drug 1: C1=NC2=C(N=C(N=C2N1C3C(C(C(O3)CO)O)O)F)N. Drug 2: CC1CCC2CC(C(=CC=CC=CC(CC(C(=O)C(C(C(=CC(C(=O)CC(OC(=O)C3CCCCN3C(=O)C(=O)C1(O2)O)C(C)CC4CCC(C(C4)OC)OCCO)C)C)O)OC)C)C)C)OC. Cell line: HL-60(TB). Synergy scores: CSS=41.9, Synergy_ZIP=-0.901, Synergy_Bliss=-0.799, Synergy_Loewe=-0.107, Synergy_HSA=-1.48. (4) Drug 1: CC1=C(C=C(C=C1)NC(=O)C2=CC=C(C=C2)CN3CCN(CC3)C)NC4=NC=CC(=N4)C5=CN=CC=C5. Drug 2: C(CN)CNCCSP(=O)(O)O. Cell line: SN12C. Synergy scores: CSS=-13.0, Synergy_ZIP=6.02, Synergy_Bliss=1.45, Synergy_Loewe=-8.36, Synergy_HSA=-8.84. (5) Drug 1: CCC1=CC2CC(C3=C(CN(C2)C1)C4=CC=CC=C4N3)(C5=C(C=C6C(=C5)C78CCN9C7C(C=CC9)(C(C(C8N6C)(C(=O)OC)O)OC(=O)C)CC)OC)C(=O)OC.C(C(C(=O)O)O)(C(=O)O)O. Drug 2: CC1C(C(CC(O1)OC2CC(OC(C2O)C)OC3=CC4=CC5=C(C(=O)C(C(C5)C(C(=O)C(C(C)O)O)OC)OC6CC(C(C(O6)C)O)OC7CC(C(C(O7)C)O)OC8CC(C(C(O8)C)O)(C)O)C(=C4C(=C3C)O)O)O)O. Cell line: MDA-MB-435. Synergy scores: CSS=39.7, Synergy_ZIP=-1.11, Synergy_Bliss=-4.84, Synergy_Loewe=-23.8, Synergy_HSA=-5.56.